Dataset: Forward reaction prediction with 1.9M reactions from USPTO patents (1976-2016). Task: Predict the product of the given reaction. (1) Given the reactants [NH2:1][C:2]1[CH:3]=[CH:4][C:5]([O:11][CH3:12])=[C:6]([C:8](=[O:10])[CH3:9])[CH:7]=1.Cl.C(S[C:17]([C:19]1[S:20][CH:21]=[CH:22][CH:23]=1)=[NH:18])C, predict the reaction product. The product is: [C:8]([C:6]1[CH:7]=[C:2]([NH:1][C:17]([C:19]2[S:20][CH:21]=[CH:22][CH:23]=2)=[NH:18])[CH:3]=[CH:4][C:5]=1[O:11][CH3:12])(=[O:10])[CH3:9]. (2) Given the reactants [CH3:1][C:2]1[CH:3]=[C:4]([CH:18]=[CH:19][CH:20]=1)[CH2:5][CH:6]1[C:13]2[CH:12]=[C:11]([C:14]([O:16]C)=[O:15])[NH:10][C:9]=2[CH2:8][CH2:7]1.[OH-].[Li+].CO, predict the reaction product. The product is: [CH3:1][C:2]1[CH:3]=[C:4]([CH:18]=[CH:19][CH:20]=1)[CH2:5][CH:6]1[C:13]2[CH:12]=[C:11]([C:14]([OH:16])=[O:15])[NH:10][C:9]=2[CH2:8][CH2:7]1. (3) Given the reactants [CH3:1][C:2]1[N:11]=[C:10]([O:12][C:13]2[CH:18]=[CH:17][CH:16]=[C:15]([C:19]([F:22])([F:21])[F:20])[CH:14]=2)[C:9]2[C:4](=[C:5]([NH2:23])[CH:6]=[CH:7][CH:8]=2)[N:3]=1.[Cl:24][C:25]1[C:30]([C:31](O)=[O:32])=[C:29]([F:34])[C:28]([CH2:35][NH:36][C:37](=[O:42])[C:38]([CH3:41])([CH3:40])[CH3:39])=[CH:27][CH:26]=1.C(Cl)(=O)C(Cl)=O.CCN(C(C)C)C(C)C, predict the reaction product. The product is: [Cl:24][C:25]1[C:30]([C:31]([NH:23][C:5]2[CH:6]=[CH:7][CH:8]=[C:9]3[C:4]=2[N:3]=[C:2]([CH3:1])[N:11]=[C:10]3[O:12][C:13]2[CH:18]=[CH:17][CH:16]=[C:15]([C:19]([F:22])([F:20])[F:21])[CH:14]=2)=[O:32])=[C:29]([F:34])[C:28]([CH2:35][NH:36][C:37](=[O:42])[C:38]([CH3:40])([CH3:39])[CH3:41])=[CH:27][CH:26]=1.